From a dataset of Catalyst prediction with 721,799 reactions and 888 catalyst types from USPTO. Predict which catalyst facilitates the given reaction. (1) Reactant: [N+:1]([C:4]1[CH:9]=[CH:8][CH:7]=[C:6]([O:10][Si:11]([CH:18]([CH3:20])[CH3:19])([CH:15]([CH3:17])[CH3:16])[CH:12]([CH3:14])[CH3:13])[C:5]=1[NH2:21])([O-])=O. Product: [CH:18]([Si:11]([CH:12]([CH3:14])[CH3:13])([CH:15]([CH3:17])[CH3:16])[O:10][C:6]1[CH:7]=[CH:8][CH:9]=[C:4]([NH2:1])[C:5]=1[NH2:21])([CH3:20])[CH3:19]. The catalyst class is: 29. (2) Reactant: [Cl:1][C:2]1[CH:7]=[CH:6][CH:5]=[CH:4][C:3]=1[OH:8].Br[CH2:10][CH2:11][CH2:12][CH2:13][C:14]([O:16]CC)=[O:15].C(=O)([O-])[O-].[K+].[K+].[OH-].[Na+].Cl. Product: [Cl:1][C:2]1[CH:7]=[CH:6][CH:5]=[CH:4][C:3]=1[O:8][CH2:10][CH2:11][CH2:12][CH2:13][C:14]([OH:16])=[O:15]. The catalyst class is: 131.